Dataset: Reaction yield outcomes from USPTO patents with 853,638 reactions. Task: Predict the reaction yield, written as a fraction of the theoretical maximum amount of product (1.0 means a 100% yield; for example, 0.34 means a 34% yield). (1) The reactants are Cl.NO.[C:4](=[O:7])([O-])[OH:5].[Na+].[O:9]1[C:13]2([CH2:18][CH2:17][CH:16]([O:19][C:20]3[CH:25]=[CH:24][C:23]([N:26]4[C:31](=[O:32])[C:30]([CH2:33][C:34]5[CH:39]=[CH:38][C:37]([C:40]6[C:41]([C:46]#[N:47])=[CH:42][CH:43]=[CH:44][CH:45]=6)=[CH:36][CH:35]=5)=[C:29]([CH2:48][CH2:49][CH3:50])[N:28]=[C:27]4[CH2:51][CH3:52])=[CH:22][CH:21]=3)[CH2:15][CH2:14]2)[O:12][CH2:11][CH2:10]1.C(N1C=CN=C1)([N:55]1C=CN=C1)=O.N12CCCN=C1CCCCC2. The catalyst is CS(C)=O.C(OCC)(=O)C.O. The product is [O:12]1[C:13]2([CH2:14][CH2:15][CH:16]([O:19][C:20]3[CH:25]=[CH:24][C:23]([N:26]4[C:31](=[O:32])[C:30]([CH2:33][C:34]5[CH:35]=[CH:36][C:37]([C:40]6[CH:45]=[CH:44][CH:43]=[CH:42][C:41]=6[C:46]6[NH:55][C:4](=[O:7])[O:5][N:47]=6)=[CH:38][CH:39]=5)=[C:29]([CH2:48][CH2:49][CH3:50])[N:28]=[C:27]4[CH2:51][CH3:52])=[CH:22][CH:21]=3)[CH2:17][CH2:18]2)[O:9][CH2:10][CH2:11]1. The yield is 0.640. (2) The reactants are Br[C:2]1[CH:7]=[CH:6][C:5]([CH2:8][C:9]([O:11][CH3:12])=[O:10])=[C:4]([N+:13]([O-:15])=[O:14])[CH:3]=1.[C:16]1([CH2:22][O:23][C:24]2[CH:29]=[CH:28][C:27](B(O)O)=[CH:26][CH:25]=2)[CH:21]=[CH:20][CH:19]=[CH:18][CH:17]=1.C(=O)([O-])[O-].[Na+].[Na+]. The catalyst is COCCOC.[Pd].C1(P(C2C=CC=CC=2)C2C=CC=CC=2)C=CC=CC=1.C1(P(C2C=CC=CC=2)C2C=CC=CC=2)C=CC=CC=1.C1(P(C2C=CC=CC=2)C2C=CC=CC=2)C=CC=CC=1.C1(P(C2C=CC=CC=2)C2C=CC=CC=2)C=CC=CC=1. The product is [N+:13]([C:4]1[CH:3]=[C:2]([C:27]2[CH:28]=[CH:29][C:24]([O:23][CH2:22][C:16]3[CH:21]=[CH:20][CH:19]=[CH:18][CH:17]=3)=[CH:25][CH:26]=2)[CH:7]=[CH:6][C:5]=1[CH2:8][C:9]([O:11][CH3:12])=[O:10])([O-:15])=[O:14]. The yield is 0.820. (3) The reactants are C[O:2][C:3]([C:5]1[N:6]([CH3:43])[CH:7]=[C:8]([NH:10][C:11](=[O:42])[C:12]2[CH:17]=[C:16]([Cl:18])[C:15]([O:19][C:20]3[CH:25]=[CH:24][N:23]=[CH:22][C:21]=3[C:26]([N:28]3[C:37]4[C:32](=[CH:33][CH:34]=[CH:35][CH:36]=4)[N:31]([CH:38]4[CH2:40][CH2:39]4)[CH2:30][CH2:29]3)=[O:27])=[CH:14][C:13]=2[Cl:41])[CH:9]=1)=[O:4].O.O.[OH-].[Li+].Cl. The catalyst is O1CCOCC1.C(OCC)(=O)C. The product is [Cl:41][C:13]1[CH:14]=[C:15]([O:19][C:20]2[CH:25]=[CH:24][N:23]=[CH:22][C:21]=2[C:26]([N:28]2[C:37]3[C:32](=[CH:33][CH:34]=[CH:35][CH:36]=3)[N:31]([CH:38]3[CH2:40][CH2:39]3)[CH2:30][CH2:29]2)=[O:27])[C:16]([Cl:18])=[CH:17][C:12]=1[C:11]([NH:10][C:8]1[CH:9]=[C:5]([C:3]([OH:4])=[O:2])[N:6]([CH3:43])[CH:7]=1)=[O:42]. The yield is 0.350.